Dataset: Peptide-MHC class II binding affinity with 134,281 pairs from IEDB. Task: Regression. Given a peptide amino acid sequence and an MHC pseudo amino acid sequence, predict their binding affinity value. This is MHC class II binding data. (1) The peptide sequence is FDHEFTFGWDELLSK. The MHC is DRB1_0404 with pseudo-sequence DRB1_0404. The binding affinity (normalized) is 0.0316. (2) The peptide sequence is LIEDYFEALSLQLSG. The MHC is DRB1_0301 with pseudo-sequence DRB1_0301. The binding affinity (normalized) is 0.382. (3) The peptide sequence is SKSDDQIWLSQWFMN. The MHC is DRB1_1101 with pseudo-sequence DRB1_1101. The binding affinity (normalized) is 0.377. (4) The peptide sequence is VKKYFAATQFEPLAA. The MHC is DRB1_0701 with pseudo-sequence DRB1_0701. The binding affinity (normalized) is 0.736. (5) The peptide sequence is ILPIAEMSVVAMEFG. The binding affinity (normalized) is 0.652. The MHC is DRB1_0701 with pseudo-sequence DRB1_0701. (6) The peptide sequence is VSRGTAKLRWFHERG. The MHC is DRB1_0301 with pseudo-sequence DRB1_0301. The binding affinity (normalized) is 0.207. (7) The peptide sequence is RMLEPTRVVNWEVII. The MHC is DRB1_0901 with pseudo-sequence DRB1_0901. The binding affinity (normalized) is 0.553. (8) The peptide sequence is VTKDTNDNNLYKLHG. The MHC is HLA-DQA10201-DQB10303 with pseudo-sequence HLA-DQA10201-DQB10303. The binding affinity (normalized) is 0.